Predict the reaction yield, written as a fraction of the theoretical maximum amount of product (1.0 means a 100% yield; for example, 0.34 means a 34% yield). From a dataset of Reaction yield outcomes from USPTO patents with 853,638 reactions. (1) The reactants are [C:1]([O:5][CH2:6][CH2:7][O:8][C:9]1[N:14]=[C:13]([O:15][CH3:16])[C:12]([N+:17]([O-])=O)=[C:11]([O:20][CH3:21])[N:10]=1)([CH3:4])([CH3:3])[CH3:2]. The catalyst is C(O)C. The product is [C:1]([O:5][CH2:6][CH2:7][O:8][C:9]1[N:14]=[C:13]([O:15][CH3:16])[C:12]([NH2:17])=[C:11]([O:20][CH3:21])[N:10]=1)([CH3:4])([CH3:3])[CH3:2]. The yield is 1.00. (2) The reactants are [N+:1]([C:4]1[CH:5]=[C:6]([C:10]2[CH:18]=[C:13]3[N:14]=[CH:15][CH:16]=[CH:17][N:12]3[N:11]=2)[CH:7]=[CH:8][CH:9]=1)([O-:3])=[O:2].[S:19]1[CH:23]=[CH:22][C:21](B(O)O)=[CH:20]1. The catalyst is C(COC)OC.C(=O)(O)[O-].[Na+].C1(P(C2C=CC=CC=2)C2C=CC=CC=2)C=CC=CC=1.C1(P(C2C=CC=CC=2)C2C=CC=CC=2)C=CC=CC=1.C1(P(C2C=CC=CC=2)C2C=CC=CC=2)C=CC=CC=1.C1(P(C2C=CC=CC=2)C2C=CC=CC=2)C=CC=CC=1.[Pd]. The product is [N+:1]([C:4]1[CH:5]=[C:6]([C:10]2[N:11]3[N:12]=[CH:17][C:16]([C:21]4[CH:22]=[CH:23][S:19][CH:20]=4)=[C:15]3[N:14]=[CH:13][CH:18]=2)[CH:7]=[CH:8][CH:9]=1)([O-:3])=[O:2]. The yield is 0.760.